From a dataset of Peptide-MHC class II binding affinity with 134,281 pairs from IEDB. Regression. Given a peptide amino acid sequence and an MHC pseudo amino acid sequence, predict their binding affinity value. This is MHC class II binding data. (1) The peptide sequence is TDALRTLGSTSADEV. The MHC is HLA-DQA10102-DQB10502 with pseudo-sequence HLA-DQA10102-DQB10502. The binding affinity (normalized) is 0. (2) The peptide sequence is AETAVNTLFEKLEPM. The MHC is DRB1_0101 with pseudo-sequence DRB1_0101. The binding affinity (normalized) is 0.580.